Dataset: Full USPTO retrosynthesis dataset with 1.9M reactions from patents (1976-2016). Task: Predict the reactants needed to synthesize the given product. (1) Given the product [CH3:20][C:17]1([CH3:19])[C:16]([CH3:21])([CH3:22])[O:15][B:14]([C:16]2[CH2:17][CH2:19][CH2:2][C:1](=[O:4])[CH:21]=2)[O:18]1, predict the reactants needed to synthesize it. The reactants are: [C:1]([O-:4])(=O)[CH3:2].[K+].[CH3:21][C:16]1([CH3:22])[C:17]([CH3:20])([CH3:19])[O:18][B:14]([B:14]2[O:18][C:17]([CH3:20])([CH3:19])[C:16]([CH3:22])([CH3:21])[O:15]2)[O:15]1.C(Cl)Cl. (2) Given the product [N:7]1[C:8]2[CH:12]=[CH:11][S:10][C:9]=2[C:13](=[O:15])[NH:4][CH:5]=1, predict the reactants needed to synthesize it. The reactants are: C([O-])=O.[NH4+:4].[CH:5]([NH:7][C:8]1[CH:12]=[CH:11][S:10][C:9]=1[C:13]([O:15]C)=O)=O.O. (3) Given the product [F:27][C:7]1[CH:6]=[C:5]2[C:10](=[CH:9][CH:8]=1)[CH2:1][N:2]([CH2:11][CH2:12][CH2:13][CH2:14][O:15][C:16]1[N:25]=[C:24]3[C:19]([CH2:20][CH2:21][C:22](=[O:26])[NH:23]3)=[CH:18][CH:17]=1)[CH2:3][CH2:4]2, predict the reactants needed to synthesize it. The reactants are: [CH2:1]1[C:10]2[C:5](=[CH:6][CH:7]=[CH:8][CH:9]=2)[CH2:4][CH2:3][N:2]1[CH2:11][CH2:12][CH2:13][CH2:14][O:15][C:16]1[N:25]=[C:24]2[C:19]([CH2:20][CH2:21][C:22](=[O:26])[NH:23]2)=[CH:18][CH:17]=1.[F:27]C1C=C2C(=CC=1)CNCC2. (4) The reactants are: [CH3:1][C:2]1[CH:7]=[CH:6][CH:5]=[CH:4][C:3]=1[C:8](=O)[CH3:9].[C:11]([O:15][CH2:16][CH3:17])(=[O:14])[NH:12][NH2:13].O.C1(C)C=CC(S(O)(=O)=O)=CC=1. Given the product [CH2:16]([O:15][C:11]([NH:12][N:13]=[C:8]([C:3]1[CH:4]=[CH:5][CH:6]=[CH:7][C:2]=1[CH3:1])[CH3:9])=[O:14])[CH3:17], predict the reactants needed to synthesize it. (5) Given the product [NH2:1][C:2]1[N:7]=[CH:6][N:5]=[C:4]2[N:8]([CH:12]3[CH2:17][CH2:16][CH2:15][N:14]([C:18]([O:20][C:21]([CH3:24])([CH3:23])[CH3:22])=[O:19])[CH2:13]3)[N:9]=[C:10]([C:38]3[CH:37]=[CH:36][C:35]([NH:34][C:32]4[O:33][C:29]5[C:28]([CH3:51])=[CH:27][C:26]([CH3:25])=[CH:50][C:30]=5[N:31]=4)=[CH:40][CH:39]=3)[C:3]=12, predict the reactants needed to synthesize it. The reactants are: [NH2:1][C:2]1[N:7]=[CH:6][N:5]=[C:4]2[N:8]([CH:12]3[CH2:17][CH2:16][CH2:15][N:14]([C:18]([O:20][C:21]([CH3:24])([CH3:23])[CH3:22])=[O:19])[CH2:13]3)[N:9]=[C:10](I)[C:3]=12.[CH3:25][C:26]1[CH:27]=[C:28]([CH3:51])[C:29]2[O:33][C:32]([NH:34][C:35]3[CH:40]=[CH:39][C:38](B4OC(C)(C)C(C)(C)O4)=[CH:37][CH:36]=3)=[N:31][C:30]=2[CH:50]=1.C(=O)([O-])[O-].[Na+].[Na+].